This data is from Full USPTO retrosynthesis dataset with 1.9M reactions from patents (1976-2016). The task is: Predict the reactants needed to synthesize the given product. (1) Given the product [CH3:16][CH:13]1[N:6]2[C:7]3[C:12]([CH:3]([C:2]([F:17])([F:1])[F:18])[CH2:4][CH2:5]2)=[CH:11][CH:10]=[CH:9][C:8]=3[CH2:21][NH:15][CH2:14]1, predict the reactants needed to synthesize it. The reactants are: [F:1][C:2]([F:18])([F:17])[CH:3]1[C:12]2[C:7](=[CH:8][CH:9]=[CH:10][CH:11]=2)[N:6]([CH:13]([CH3:16])[CH2:14][NH2:15])[CH2:5][CH2:4]1.C=O.[C:21](O)(C(F)(F)F)=O. (2) Given the product [NH2:23][C:4]1[CH:5]=[C:6]([C:19]([O:21][CH3:22])=[O:20])[C:7]([C:9]2[CH:10]=[CH:11][C:12]([C:15](=[O:18])[NH:16][CH3:17])=[CH:13][CH:14]=2)=[CH:8][C:3]=1[O:2][CH3:1], predict the reactants needed to synthesize it. The reactants are: [CH3:1][O:2][C:3]1[CH:8]=[C:7]([C:9]2[CH:14]=[CH:13][C:12]([C:15](=[O:18])[NH:16][CH3:17])=[CH:11][CH:10]=2)[C:6]([C:19]([O:21][CH3:22])=[O:20])=[CH:5][C:4]=1[N+:23]([O-])=O. (3) Given the product [CH:30]1([CH2:29][O:28][C:22]2[CH:23]=[C:24]([F:27])[CH:25]=[CH:26][C:21]=2[C:20]2[C:15]3[NH:14][C:13]([CH3:33])=[C:12]([C:10]([NH:9][C@H:6]4[CH2:7][CH2:8][C@H:3]([NH:2][C:39](=[O:40])[C@@H:38]([OH:37])[CH3:42])[CH2:4][CH2:5]4)=[O:11])[C:16]=3[N:17]=[CH:18][N:19]=2)[CH2:31][CH2:32]1, predict the reactants needed to synthesize it. The reactants are: Cl.[NH2:2][C@H:3]1[CH2:8][CH2:7][C@H:6]([NH:9][C:10]([C:12]2[C:16]3[N:17]=[CH:18][N:19]=[C:20]([C:21]4[CH:26]=[CH:25][C:24]([F:27])=[CH:23][C:22]=4[O:28][CH2:29][CH:30]4[CH2:32][CH2:31]4)[C:15]=3[NH:14][C:13]=2[CH3:33])=[O:11])[CH2:5][CH2:4]1.C([O:37][C@@H:38]([CH3:42])[C:39](Cl)=[O:40])(=O)C. (4) Given the product [O:1]([C:8]1[CH:13]=[CH:12][C:11]([NH:14][C:15]2[C:24]3[C:19](=[CH:20][C:21]([C:35]4[S:34][CH:33]=[N:32][C:31]=4[CH:27]=[O:26])=[CH:22][CH:23]=3)[N:18]=[CH:17][CH:16]=2)=[CH:10][CH:9]=1)[C:2]1[CH:7]=[CH:6][CH:5]=[CH:4][CH:3]=1, predict the reactants needed to synthesize it. The reactants are: [O:1]([C:8]1[CH:13]=[CH:12][C:11]([NH:14][C:15]2[C:24]3[C:19](=[CH:20][C:21](I)=[CH:22][CH:23]=3)[N:18]=[CH:17][CH:16]=2)=[CH:10][CH:9]=1)[C:2]1[CH:7]=[CH:6][CH:5]=[CH:4][CH:3]=1.[O:26]1CCO[CH:27]1[C:31]1[N:32]=[CH:33][S:34][C:35]=1[Sn](CCCC)(CCCC)CCCC.[OH-].[Na+].